From a dataset of Reaction yield outcomes from USPTO patents with 853,638 reactions. Predict the reaction yield, written as a fraction of the theoretical maximum amount of product (1.0 means a 100% yield; for example, 0.34 means a 34% yield). (1) The reactants are [O:1]1[CH:5]=[CH:4][N:3]=[CH:2]1.C([Li])CCC.[O:11]1[CH:15]=[C:14]([CH:16]=[O:17])[N:13]=[CH:12]1. The catalyst is C1COCC1. The product is [O:1]1[CH:5]=[C:4]([CH:16]([C:14]2[N:13]=[CH:12][O:11][CH:15]=2)[OH:17])[N:3]=[CH:2]1. The yield is 0.290. (2) The reactants are [C:1]([Si:5]([CH3:41])([CH3:40])[O:6][CH:7]([C:36]([CH3:39])([CH3:38])[CH3:37])[CH2:8][CH2:9][C:10]1[CH:15]=[CH:14][C:13]([C:16]([C:21]2[CH:26]=[CH:25][C:24]([C:27]3[O:31][C:30]([CH:32]=O)=[CH:29][CH:28]=3)=[C:23]([CH3:34])[CH:22]=2)([CH2:19][CH3:20])[CH2:17][CH3:18])=[CH:12][C:11]=1[CH3:35])([CH3:4])([CH3:3])[CH3:2].C[Si]([N-][Si](C)(C)C)(C)C.[K+].[Cl-].[CH3:53][O:54][CH2:55][P+](C1C=CC=CC=1)(C1C=CC=CC=1)C1C=CC=CC=1.[Cl-].[NH4+]. The catalyst is C1(C)C=CC=CC=1.C(OCC)(=O)C. The product is [C:1]([Si:5]([O:6][CH:7]([CH2:8][CH2:9][C:10]1[CH:15]=[CH:14][C:13]([C:16]([CH2:17][CH3:18])([C:21]2[CH:26]=[CH:25][C:24]([C:27]3[O:31][C:30]([CH:32]=[CH:53][O:54][CH3:55])=[CH:29][CH:28]=3)=[C:23]([CH3:34])[CH:22]=2)[CH2:19][CH3:20])=[CH:12][C:11]=1[CH3:35])[C:36]([CH3:38])([CH3:39])[CH3:37])([CH3:40])[CH3:41])([CH3:4])([CH3:2])[CH3:3]. The yield is 0.850. (3) The reactants are [CH2:1]([O:3][C:4](=[O:17])[NH:5][C:6]1[CH:11]=[CH:10][C:9]([CH2:12]Br)=[CH:8][C:7]=1[N+:14]([O-:16])=[O:15])[CH3:2].[C:18]([C:22]1[CH:28]=[CH:27][C:25]([NH2:26])=[CH:24][CH:23]=1)([CH3:21])([CH3:20])[CH3:19].C([O-])([O-])=O.[K+].[K+]. The catalyst is O1CCCC1. The product is [CH2:1]([O:3][C:4](=[O:17])[NH:5][C:6]1[CH:11]=[CH:10][C:9]([CH2:12][NH:26][C:25]2[CH:27]=[CH:28][C:22]([C:18]([CH3:21])([CH3:20])[CH3:19])=[CH:23][CH:24]=2)=[CH:8][C:7]=1[N+:14]([O-:16])=[O:15])[CH3:2]. The yield is 0.650. (4) The reactants are Br[C:2]1[C:24](=[O:25])[N:23]([CH:26]2[CH2:30][CH2:29][CH2:28][CH2:27]2)[C:5]2[N:6]=[C:7]([NH:10][C:11]3[CH:16]=[CH:15][C:14]([N:17]4[CH2:22][CH2:21][O:20][CH2:19][CH2:18]4)=[CH:13][N:12]=3)[N:8]=[CH:9][C:4]=2[C:3]=1[CH3:31].C([Sn](CCCC)(CCCC)[C:37]([O:39][CH2:40][CH3:41])=[CH2:38])CCC. The catalyst is C1(C)C=CC=CC=1.C1C=CC([P]([Pd]([P](C2C=CC=CC=2)(C2C=CC=CC=2)C2C=CC=CC=2)([P](C2C=CC=CC=2)(C2C=CC=CC=2)C2C=CC=CC=2)[P](C2C=CC=CC=2)(C2C=CC=CC=2)C2C=CC=CC=2)(C2C=CC=CC=2)C2C=CC=CC=2)=CC=1. The product is [CH:26]1([N:23]2[C:5]3[N:6]=[C:7]([NH:10][C:11]4[CH:16]=[CH:15][C:14]([N:17]5[CH2:18][CH2:19][O:20][CH2:21][CH2:22]5)=[CH:13][N:12]=4)[N:8]=[CH:9][C:4]=3[C:3]([CH3:31])=[C:2]([C:37]([O:39][CH2:40][CH3:41])=[CH2:38])[C:24]2=[O:25])[CH2:30][CH2:29][CH2:28][CH2:27]1. The yield is 0.386. (5) The reactants are [F:1][CH:2]([F:35])[C:3]1[C:19]([O:20][CH2:21][C@@H:22]([NH:27]C(=O)OC(C)(C)C)[CH2:23][CH:24]([CH3:26])[CH3:25])=[CH:18][C:6]2[N:7]([CH3:17])[C:8](=[O:16])[C:9]3[C:14]([C:5]=2[CH:4]=1)=[CH:13][CH:12]=[N:11][C:10]=3[CH3:15].Cl.O1CCOCC1. The catalyst is CO. The product is [NH2:27][C@@H:22]([CH2:23][CH:24]([CH3:26])[CH3:25])[CH2:21][O:20][C:19]1[C:3]([CH:2]([F:1])[F:35])=[CH:4][C:5]2[C:14]3[C:9](=[C:10]([CH3:15])[N:11]=[CH:12][CH:13]=3)[C:8](=[O:16])[N:7]([CH3:17])[C:6]=2[CH:18]=1. The yield is 0.310. (6) The reactants are [CH:1]1[CH:6]=[C:5]2C(C(O)(O)[C:10](=[O:11])[C:4]2=[CH:3][CH:2]=1)=O.[N-:14]=[N+:15]=[N-:16].[BH4-].[Na+].B(F)(F)F.O(CC)[CH2:24][CH3:25].S(N=[N+]=[N-])(C(F)(F)F)(=O)=O. The catalyst is C1COCC1. The product is [N:14]([CH2:24][CH2:25][C:1]1[CH:2]=[CH:3][C:4]([CH2:10][OH:11])=[CH:5][CH:6]=1)=[N+:15]=[N-:16]. The yield is 0.820. (7) The reactants are [C:1]1([S:7][CH2:8][C@H:9]([NH:14][C:15]2[CH:20]=[CH:19][C:18]([S:21](=[O:24])(=[O:23])[NH2:22])=[CH:17][C:16]=2[S:25]([C:28]([F:31])([F:30])[F:29])(=[O:27])=[O:26])[CH2:10][C:11](O)=[O:12])[CH:6]=[CH:5][CH:4]=[CH:3][CH:2]=1.[CH2:32]([N:34]([CH2:37][C@H:38]1[CH2:43][O:42][CH2:41][CH2:40][N:39]1C(OC(C)(C)C)=O)[CH2:35][CH3:36])[CH3:33].CCN(C(C)C)C(C)C.CN(C(ON1N=NC2C=CC=NC1=2)=[N+](C)C)C.F[P-](F)(F)(F)(F)F. The catalyst is CC(N(C)C)=O.C(OCC)(=O)C. The product is [CH2:32]([N:34]([CH2:37][C@@H:38]1[N:39]([C:11](=[O:12])[CH2:10][C@@H:9]([NH:14][C:15]2[CH:20]=[CH:19][C:18]([S:21]([NH2:22])(=[O:23])=[O:24])=[CH:17][C:16]=2[S:25]([C:28]([F:29])([F:31])[F:30])(=[O:27])=[O:26])[CH2:8][S:7][C:1]2[CH:2]=[CH:3][CH:4]=[CH:5][CH:6]=2)[CH2:40][CH2:41][O:42][CH2:43]1)[CH2:35][CH3:36])[CH3:33]. The yield is 0.580.